Dataset: Catalyst prediction with 721,799 reactions and 888 catalyst types from USPTO. Task: Predict which catalyst facilitates the given reaction. (1) Reactant: [O:1]1[CH:5]=[CH:4][CH:3]=[C:2]1[C:6]([NH:8][CH2:9][C:10]1[N:11]=[C:12]([N:15]2[CH2:18][CH:17]([OH:19])[CH2:16]2)[S:13][CH:14]=1)=[O:7].[CH3:20][S:21](Cl)(=[O:23])=[O:22].C(N(CC)CC)C. Product: [O:1]1[CH:5]=[CH:4][CH:3]=[C:2]1[C:6]([NH:8][CH2:9][C:10]1[N:11]=[C:12]([N:15]2[CH2:16][CH:17]([O:19][S:21]([CH3:20])(=[O:23])=[O:22])[CH2:18]2)[S:13][CH:14]=1)=[O:7]. The catalyst class is: 2. (2) Reactant: [Cl:1][C:2]1[CH:3]=[N:4][CH:5]=[C:6]([Cl:26])[C:7]=1[CH2:8][CH:9]([C:11]1[C:12]2[N:13]([N:19]=[C:20]([C:22]([F:25])([F:24])[F:23])[CH:21]=2)[C:14]([O:17][CH3:18])=[CH:15][CH:16]=1)O.CS(O)(=O)=O.[OH-].[Na+]. Product: [Cl:1][C:2]1[CH:3]=[N:4][CH:5]=[C:6]([Cl:26])[C:7]=1/[CH:8]=[CH:9]/[C:11]1[C:12]2[N:13]([N:19]=[C:20]([C:22]([F:23])([F:24])[F:25])[CH:21]=2)[C:14]([O:17][CH3:18])=[CH:15][CH:16]=1. The catalyst class is: 7.